This data is from Reaction yield outcomes from USPTO patents with 853,638 reactions. The task is: Predict the reaction yield, written as a fraction of the theoretical maximum amount of product (1.0 means a 100% yield; for example, 0.34 means a 34% yield). (1) The reactants are [CH3:1][C:2]1[S:6][C:5]([C@H:7]([NH:9]C(=O)OC(C)(C)C)[CH3:8])=[N:4][CH:3]=1.[ClH:17].CO. No catalyst specified. The product is [ClH:17].[CH3:1][C:2]1[S:6][C:5]([C@H:7]([NH2:9])[CH3:8])=[N:4][CH:3]=1. The yield is 0.878. (2) The reactants are O[C:2]1([C:30]2[S:31][CH:32]=[CH:33][CH:34]=2)[C:6]2[C:7]([CH3:27])=[C:8]([N:13]3[CH2:18][CH2:17][N:16]([C:19]4[CH:24]=[CH:23][C:22]([O:25][CH3:26])=[CH:21][CH:20]=4)[CH2:15][CH2:14]3)[C:9]([CH3:12])=[C:10]([CH3:11])[C:5]=2[O:4][C:3]1([CH3:29])[CH3:28]. The catalyst is C(O)C. The product is [CH3:28][C:3]1([CH3:29])[CH:2]([C:30]2[S:31][CH:32]=[CH:33][CH:34]=2)[C:6]2[C:7]([CH3:27])=[C:8]([N:13]3[CH2:14][CH2:15][N:16]([C:19]4[CH:20]=[CH:21][C:22]([O:25][CH3:26])=[CH:23][CH:24]=4)[CH2:17][CH2:18]3)[C:9]([CH3:12])=[C:10]([CH3:11])[C:5]=2[O:4]1. The yield is 0.780. (3) The reactants are [CH2:1]([O:8][C:9]1[CH:14]=[CH:13][CH:12]=[C:11]([O:15]C)[C:10]=1[CH:17]([C:19]1[CH:24]=[CH:23][C:22]([O:25][CH3:26])=[CH:21][CH:20]=1)O)C1C=CC=CC=1.Cl. The catalyst is CO.[OH-].[Pd+2].[OH-]. The product is [CH3:1][O:8][C:9]1[C:10]([CH2:17][C:19]2[CH:24]=[CH:23][C:22]([O:25][CH3:26])=[CH:21][CH:20]=2)=[C:11]([OH:15])[CH:12]=[CH:13][CH:14]=1. The yield is 0.890. (4) The reactants are I.[NH2:2][C:3]1[C:4]([C:11]([NH:13][C:14](=[NH:17])SC)=[O:12])=[N:5][C:6]([Cl:10])=[C:7]([NH2:9])[N:8]=1.Br.[OH:19][C:20]1[CH:25]=[CH:24][C:23]([CH2:26][CH2:27][CH2:28][CH2:29][NH2:30])=[CH:22][CH:21]=1. The catalyst is C1COCC1.C(N(CC)CC)C. The product is [ClH:10].[OH:19][C:20]1[CH:21]=[CH:22][C:23]([CH2:26][CH2:27][CH2:28][CH2:29][NH:30][C:14]([NH:13][C:11]([C:4]2[C:3]([NH2:2])=[N:8][C:7]([NH2:9])=[C:6]([Cl:10])[N:5]=2)=[O:12])=[NH:17])=[CH:24][CH:25]=1. The yield is 0.410. (5) The reactants are [Br:1][C:2]1[CH:3]=[C:4]([NH2:9])[CH:5]=[N:6][C:7]=1[CH3:8].CCN(C(C)C)C(C)C.[F:19][C:20]([F:31])([F:30])[C:21]1[CH:22]=[C:23]([CH:27]=[CH:28][CH:29]=1)[C:24](Cl)=[O:25]. The catalyst is C(Cl)Cl. The product is [Br:1][C:2]1[CH:3]=[C:4]([NH:9][C:24](=[O:25])[C:23]2[CH:27]=[CH:28][CH:29]=[C:21]([C:20]([F:19])([F:30])[F:31])[CH:22]=2)[CH:5]=[N:6][C:7]=1[CH3:8]. The yield is 0.980. (6) The reactants are [CH2:1]([O:3][C:4]1[CH:9]=[CH:8][C:7]([CH2:10][CH2:11][CH2:12][C@H:13]([C@@H:29]2[O:33]C(C)(C)O[C:30]2=[O:36])[C:14]([N:16]2[CH2:21][CH2:20][N:19]([CH2:22][CH2:23][C:24]3[S:25][CH:26]=[CH:27][CH:28]=3)[CH2:18][CH2:17]2)=[O:15])=[CH:6][CH:5]=1)[CH3:2].[NH2:37][OH:38].O. The catalyst is CC(O)C. The product is [CH2:1]([O:3][C:4]1[CH:5]=[CH:6][C:7]([CH2:10][CH2:11][CH2:12][C@@H:13]([C:14]([N:16]2[CH2:17][CH2:18][N:19]([CH2:22][CH2:23][C:24]3[S:25][CH:26]=[CH:27][CH:28]=3)[CH2:20][CH2:21]2)=[O:15])[C@H:29]([OH:33])[C:30]([NH:37][OH:38])=[O:36])=[CH:8][CH:9]=1)[CH3:2]. The yield is 0.420. (7) The reactants are Cl[C:2]1[N:7]=[C:6]([N:8]2[C:17]3[C:12](=[CH:13][C:14]([OH:18])=[CH:15][CH:16]=3)[CH2:11][CH2:10][CH2:9]2)[CH:5]=[CH:4][N:3]=1.[NH2:19][C:20]1[CH:25]=[CH:24][C:23]([S:26]([NH:29][CH2:30][CH:31]2[CH2:33][CH2:32]2)(=[O:28])=[O:27])=[CH:22][CH:21]=1.C1(C)C=CC(S(O)(=O)=O)=CC=1. The yield is 0.560. The product is [CH:31]1([CH2:30][NH:29][S:26]([C:23]2[CH:22]=[CH:21][C:20]([NH:19][C:2]3[N:7]=[C:6]([N:8]4[C:17]5[C:12](=[CH:13][C:14]([OH:18])=[CH:15][CH:16]=5)[CH2:11][CH2:10][CH2:9]4)[CH:5]=[CH:4][N:3]=3)=[CH:25][CH:24]=2)(=[O:28])=[O:27])[CH2:32][CH2:33]1. The catalyst is CN(C=O)C. (8) The reactants are BrC1[CH:3]=[C:4]2[C:8](=CC=1F)NN=[CH:5]2.[H-].[Na+].[C:14](=[O:16])=[O:15].C([Li])CCC.CCCCCC.CN(C=O)C.Cl.[F:34][C:35]1[CH:43]=[C:42]2[C:38]([CH:39]=[N:40][NH:41]2)=[CH:37][C:36]=1[CH:44]=[O:45]. The catalyst is O1CCCC1.CCOC(C)=O.CN(C1C=CN=CC=1)C.CC(C)=O. The product is [F:34][C:35]1[CH:43]=[C:42]2[C:38]([CH:39]=[N:40][N:41]2[C:14]([O:16][C:4]([CH3:8])([CH3:5])[CH3:3])=[O:15])=[CH:37][C:36]=1[CH:44]=[O:45]. The yield is 0.810.